From a dataset of Full USPTO retrosynthesis dataset with 1.9M reactions from patents (1976-2016). Predict the reactants needed to synthesize the given product. (1) Given the product [CH:1]1([N:6]2[C:15]3[N:14]=[C:13]([NH:16][C:17]4[CH:25]=[CH:24][C:20]([C:21]([NH:37][CH:41]5[CH2:36][CH2:35][N:32]([CH3:30])[CH2:33][CH2:34]5)=[O:22])=[CH:19][C:18]=4[O:26][CH3:27])[N:12]=[CH:11][C:10]=3[N:9]=[C:8]([CH3:28])[C:7]2=[O:29])[CH2:2][CH2:3][CH2:4][CH2:5]1, predict the reactants needed to synthesize it. The reactants are: [CH:1]1([N:6]2[C:15]3[N:14]=[C:13]([NH:16][C:17]4[CH:25]=[CH:24][C:20]([C:21](O)=[O:22])=[CH:19][C:18]=4[O:26][CH3:27])[N:12]=[CH:11][C:10]=3[N:9]=[C:8]([CH3:28])[C:7]2=[O:29])[CH2:5][CH2:4][CH2:3][CH2:2]1.[CH2:30]([N:32]([CH2:35][CH3:36])[CH2:33][CH3:34])C.[N:37]1(OC(N(C)C)=[N+](C)C)[C:41]2C=CC=CC=2N=N1.F[B-](F)(F)F.CN1CCCCC1. (2) Given the product [Cl:3][C:4]1[CH:11]=[C:10]([N:12]([CH2:23][C:24]2[CH:29]=[CH:28][CH:27]=[CH:26][C:25]=2[F:30])[C@H:13]2[CH2:17][C:16](=[O:18])[N:15]([CH:19]([CH3:21])[CH3:20])[CH2:14]2)[CH:9]=[CH:8][C:5]=1[C:6]#[N:7], predict the reactants needed to synthesize it. The reactants are: [H-].[Na+].[Cl:3][C:4]1[CH:11]=[C:10]([NH:12][C@H:13]2[CH2:17][C:16](=[O:18])[N:15]([CH:19]([CH3:21])[CH3:20])[CH2:14]2)[CH:9]=[CH:8][C:5]=1[C:6]#[N:7].Br[CH2:23][C:24]1[CH:29]=[CH:28][CH:27]=[CH:26][C:25]=1[F:30]. (3) Given the product [CH3:34][O:33][C:29]1[CH:28]=[C:27]([C:24]2[O:23][C:22]([C:9](=[O:8])[CH2:10][CH2:11][CH2:12][CH2:13][CH2:14][CH2:15][C:16]3[CH:21]=[CH:20][CH:19]=[CH:18][CH:17]=3)=[N:26][CH:25]=2)[CH:32]=[CH:31][CH:30]=1, predict the reactants needed to synthesize it. The reactants are: [Si]([O:8][CH:9]([C:22]1[O:23][C:24]([C:27]2[CH:32]=[CH:31][CH:30]=[C:29]([O:33][CH3:34])[CH:28]=2)=[CH:25][N:26]=1)[CH2:10][CH2:11][CH2:12][CH2:13][CH2:14][CH2:15][C:16]1[CH:21]=[CH:20][CH:19]=[CH:18][CH:17]=1)(C(C)(C)C)(C)C.[Si](OC(C1OC([Sn](CCCC)(CCCC)CCCC)=CN=1)CCCCCCC1C=CC=CC=1)(C(C)(C)C)(C)C.IC1C=CC=C(OC)C=1. (4) Given the product [OH:18][CH:17]([C:19]1[CH:28]=[CH:27][C:26]2[C:21](=[CH:22][CH:23]=[CH:24][CH:25]=2)[CH:20]=1)[CH2:16][CH2:15][CH2:14][CH2:13][CH2:12][CH2:11][CH2:10][OH:9], predict the reactants needed to synthesize it. The reactants are: [H-].[Al+3].[Li+].[H-].[H-].[H-].C([O:9][C:10](=O)[CH2:11][CH2:12][CH2:13][CH2:14][CH2:15][CH2:16][C:17]([C:19]1[CH:28]=[CH:27][C:26]2[C:21](=[CH:22][CH:23]=[CH:24][CH:25]=2)[CH:20]=1)=[O:18])C.O.[OH-].[Na+].